This data is from Forward reaction prediction with 1.9M reactions from USPTO patents (1976-2016). The task is: Predict the product of the given reaction. (1) Given the reactants Cl[C:2]1[CH:7]=[C:6]([Cl:8])[N:5]=[C:4]([S:9][CH2:10][C:11]2[CH:16]=[CH:15][C:14]([F:17])=[CH:13][CH:12]=2)[N:3]=1.[H-].[Na+].[CH3:20][C:21]1([CH3:29])[O:25][C@H:24]([C@H:26]([OH:28])[CH3:27])[CH2:23][O:22]1, predict the reaction product. The product is: [Cl:8][C:6]1[CH:7]=[C:2]([O:28][C@@H:26]([C@@H:24]2[CH2:23][O:22][C:21]([CH3:29])([CH3:20])[O:25]2)[CH3:27])[N:3]=[C:4]([S:9][CH2:10][C:11]2[CH:16]=[CH:15][C:14]([F:17])=[CH:13][CH:12]=2)[N:5]=1. (2) Given the reactants C(=O)([O-])[O-].[Cs+].[Cs+].[F:7][C:8]1[CH:13]=[CH:12][C:11]([C:14]2[C:22]3[C:17](=[CH:18][CH:19]=[C:20]([NH:23][C:24]([C:26]4([CH:31]([OH:33])[CH3:32])[CH2:30][CH2:29][NH:28][CH2:27]4)=[O:25])[CH:21]=3)[N:16]([C:34]([C:47]3[CH:52]=[CH:51][CH:50]=[CH:49][CH:48]=3)([C:41]3[CH:46]=[CH:45][CH:44]=[CH:43][CH:42]=3)[C:35]3[CH:40]=[CH:39][CH:38]=[CH:37][CH:36]=3)[N:15]=2)=[CH:10][CH:9]=1.Cl[CH2:54][C:55]([N:57]1[CH2:62][CH2:61][N:60]([C:63]2[CH:68]=[CH:67][C:66]([C:69]3[N:74]=[CH:73][CH:72]=[CH:71][N:70]=3)=[CH:65][CH:64]=2)[CH2:59][CH2:58]1)=[O:56], predict the reaction product. The product is: [F:7][C:8]1[CH:9]=[CH:10][C:11]([C:14]2[C:22]3[C:17](=[CH:18][CH:19]=[C:20]([NH:23][C:24]([C:26]4([CH:31]([OH:33])[CH3:32])[CH2:30][CH2:29][N:28]([CH2:54][C:55](=[O:56])[N:57]5[CH2:62][CH2:61][N:60]([C:63]6[CH:64]=[CH:65][C:66]([C:69]7[N:70]=[CH:71][CH:72]=[CH:73][N:74]=7)=[CH:67][CH:68]=6)[CH2:59][CH2:58]5)[CH2:27]4)=[O:25])[CH:21]=3)[N:16]([C:34]([C:35]3[CH:40]=[CH:39][CH:38]=[CH:37][CH:36]=3)([C:41]3[CH:42]=[CH:43][CH:44]=[CH:45][CH:46]=3)[C:47]3[CH:48]=[CH:49][CH:50]=[CH:51][CH:52]=3)[N:15]=2)=[CH:12][CH:13]=1. (3) Given the reactants C([N-]C(C)C)(C)C.[Li+].[Br:9][C:10]1[CH:18]=[CH:17][CH:16]=[C:15]2[C:11]=1[CH2:12][CH2:13][C:14]2=[O:19].Br[CH2:21][C:22]1[CH:31]=[CH:30][C:25]([C:26]([O:28][CH3:29])=[O:27])=[CH:24][CH:23]=1, predict the reaction product. The product is: [Br:9][C:10]1[CH:18]=[CH:17][CH:16]=[C:15]2[C:11]=1[CH2:12][CH:13]([CH2:21][C:22]1[CH:31]=[CH:30][C:25]([C:26]([O:28][CH3:29])=[O:27])=[CH:24][CH:23]=1)[C:14]2=[O:19]. (4) Given the reactants Cl[C:2]1[CH:3]=[C:4]([NH:11][C:12]2[CH:17]=[CH:16][C:15]([O:18][CH3:19])=[C:14]([O:20][CH3:21])[N:13]=2)[C:5]2[N:6]([CH:8]=[CH:9][N:10]=2)[N:7]=1.[NH:22]1[CH2:26][CH2:25][CH:24]([NH:27][C:28](=[O:34])[O:29][C:30]([CH3:33])([CH3:32])[CH3:31])[CH2:23]1, predict the reaction product. The product is: [CH3:19][O:18][C:15]1[CH:16]=[CH:17][C:12]([NH:11][C:4]2[C:5]3[N:6]([CH:8]=[CH:9][N:10]=3)[N:7]=[C:2]([N:22]3[CH2:26][CH2:25][CH:24]([NH:27][C:28](=[O:34])[O:29][C:30]([CH3:32])([CH3:31])[CH3:33])[CH2:23]3)[CH:3]=2)=[N:13][C:14]=1[O:20][CH3:21].